This data is from Forward reaction prediction with 1.9M reactions from USPTO patents (1976-2016). The task is: Predict the product of the given reaction. (1) Given the reactants [CH:1]1([N:4]([CH2:23][CH2:24][CH2:25][C:26]([O:28][CH2:29][CH3:30])=[O:27])[S:5]([C:8]2[CH:9]=[C:10]([CH:20]=[CH:21][CH:22]=2)[C:11]([O:13]CC[Si](C)(C)C)=[O:12])(=[O:7])=[O:6])[CH2:3][CH2:2]1.CCCC[N+](CCCC)(CCCC)CCCC.[F-].Cl, predict the reaction product. The product is: [CH:1]1([N:4]([CH2:23][CH2:24][CH2:25][C:26]([O:28][CH2:29][CH3:30])=[O:27])[S:5]([C:8]2[CH:9]=[C:10]([CH:20]=[CH:21][CH:22]=2)[C:11]([OH:13])=[O:12])(=[O:7])=[O:6])[CH2:2][CH2:3]1. (2) Given the reactants [ClH:1].C([N:9]1[CH2:14][CH2:13][O:12][CH:11]([CH:15]([OH:21])[C:16]([O:18][CH2:19][CH3:20])=[O:17])[CH2:10]1)C1C=CC=CC=1, predict the reaction product. The product is: [ClH:1].[OH:21][CH:15]([CH:11]1[O:12][CH2:13][CH2:14][NH:9][CH2:10]1)[C:16]([O:18][CH2:19][CH3:20])=[O:17]. (3) The product is: [ClH:46].[CH2:44]([N:7]([CH2:5][CH3:6])[CH2:8][CH2:9][CH2:10][NH:11][C:12]1[N:13]=[C:14]([C:31]2[CH:32]=[C:33]([CH:40]=[CH:41][C:42]=2[CH3:43])[C:34]([NH:36][CH2:37][CH2:38][CH3:39])=[O:35])[C:15]2[CH2:20][NH:19][C:18](=[O:21])[N:17]([C:22]3[C:23]([F:29])=[CH:24][CH:25]=[CH:26][C:27]=3[F:28])[C:16]=2[N:30]=1)[CH3:45]. Given the reactants CC(C)=O.[CH2:5]([N:7]([CH2:44][CH3:45])[CH2:8][CH2:9][CH2:10][NH:11][C:12]1[N:13]=[C:14]([C:31]2[CH:32]=[C:33]([CH:40]=[CH:41][C:42]=2[CH3:43])[C:34]([NH:36][CH2:37][CH2:38][CH3:39])=[O:35])[C:15]2[CH2:20][NH:19][C:18](=[O:21])[N:17]([C:22]3[C:27]([F:28])=[CH:26][CH:25]=[CH:24][C:23]=3[F:29])[C:16]=2[N:30]=1)[CH3:6].[ClH:46], predict the reaction product. (4) Given the reactants [Br:1][CH2:2][CH2:3][CH2:4][CH2:5][CH2:6][C:7]1[CH:12]=[CH:11][C:10]([C:13]2[CH:18]=[CH:17][CH:16]=[CH:15][CH:14]=2)=[CH:9][CH:8]=1.[N:19]1[CH:24]=[CH:23][CH:22]=[CH:21][C:20]=1[CH3:25], predict the reaction product. The product is: [Br-:1].[C:10]1([C:13]2[CH:18]=[CH:17][CH:16]=[CH:15][CH:14]=2)[CH:11]=[CH:12][C:7]([CH2:6][CH2:5][CH2:4][CH2:3][CH2:2][N+:19]2[CH:24]=[CH:23][CH:22]=[CH:21][C:20]=2[CH3:25])=[CH:8][CH:9]=1.